This data is from Forward reaction prediction with 1.9M reactions from USPTO patents (1976-2016). The task is: Predict the product of the given reaction. (1) Given the reactants C(N(C(C)C)CC)(C)C.[NH2:10][C@H:11]([C:21]([N:23]1[CH2:28][CH2:27][N:26]([C:29]2[CH:34]=[CH:33][CH:32]=[C:31]([CH3:35])[N:30]=2)[CH2:25][CH2:24]1)=[O:22])[CH2:12][CH2:13][CH2:14][CH2:15][NH:16][C:17](=[O:20])[CH:18]=[CH2:19].[C:36](Cl)(=[O:43])[C:37]1[CH:42]=[CH:41][CH:40]=[CH:39][CH:38]=1, predict the reaction product. The product is: [CH3:35][C:31]1[N:30]=[C:29]([N:26]2[CH2:27][CH2:28][N:23]([C:21](=[O:22])[C@@H:11]([NH:10][C:36]([C:37]3[CH:42]=[CH:41][CH:40]=[CH:39][CH:38]=3)=[O:43])[CH2:12][CH2:13][CH2:14][CH2:15][NH:16][C:17](=[O:20])[CH:18]=[CH2:19])[CH2:24][CH2:25]2)[CH:34]=[CH:33][CH:32]=1. (2) Given the reactants Br[CH2:2][CH2:3][CH2:4][N:5]1[C:9]2[CH:10]=[CH:11][CH:12]=[CH:13][C:8]=2[N:7]([C:14]2[CH:19]=[CH:18][C:17]([F:20])=[C:16]([F:21])[CH:15]=2)[S:6]1(=[O:23])=[O:22].C(O)C.[CH3:27][NH2:28], predict the reaction product. The product is: [F:21][C:16]1[CH:15]=[C:14]([N:7]2[C:8]3[CH:13]=[CH:12][CH:11]=[CH:10][C:9]=3[N:5]([CH2:4][CH2:3][CH2:2][NH:28][CH3:27])[S:6]2(=[O:23])=[O:22])[CH:19]=[CH:18][C:17]=1[F:20].